Dataset: Reaction yield outcomes from USPTO patents with 853,638 reactions. Task: Predict the reaction yield, written as a fraction of the theoretical maximum amount of product (1.0 means a 100% yield; for example, 0.34 means a 34% yield). (1) The reactants are [Br:1][C:2]1[CH:3]=[C:4]2[C:9](=[C:10]([O:12]C)[CH:11]=1)[C:8](=[O:14])[CH2:7][CH2:6][C:5]2([CH3:16])[CH3:15].[Cl-].[Al+3].[Cl-].[Cl-].O. The catalyst is ClCCl. The product is [Br:1][C:2]1[CH:3]=[C:4]2[C:9](=[C:10]([OH:12])[CH:11]=1)[C:8](=[O:14])[CH2:7][CH2:6][C:5]2([CH3:16])[CH3:15]. The yield is 0.560. (2) The reactants are [C:1]([N:8]1[CH2:11][C:10](=[O:12])[CH2:9]1)([O:3][C:4]([CH3:7])([CH3:6])[CH3:5])=[O:2].[CH2:13]([Mg]Br)[C:14]1[CH:19]=[CH:18][CH:17]=[CH:16][CH:15]=1. The catalyst is C1COCC1. The product is [CH2:13]([C:10]1([OH:12])[CH2:11][N:8]([C:1]([O:3][C:4]([CH3:7])([CH3:6])[CH3:5])=[O:2])[CH2:9]1)[C:14]1[CH:19]=[CH:18][CH:17]=[CH:16][CH:15]=1. The yield is 0.700. (3) The yield is 0.410. The reactants are Br[C:2]1[CH:3]=[C:4]([NH:10][C:11]2[CH:15]=[C:14]([CH3:16])[N:13]([CH2:17][CH3:18])[N:12]=2)[C:5](=[O:9])[N:6]([CH3:8])[CH:7]=1.[C:19]([O:22][CH2:23][C:24]1[C:25]([N:33]2[N:42]=[CH:41][C:40]3[C:35](=[C:36]([F:47])[CH:37]=[C:38]([C:43]([CH3:46])([CH3:45])[CH3:44])[CH:39]=3)[C:34]2=[O:48])=[N:26][CH:27]=[CH:28][C:29]=1B(O)O)(=[O:21])[CH3:20].[O-]P([O-])([O-])=O.[K+].[K+].[K+].C([O-])(=O)C.[Na+]. The product is [C:19]([O:22][CH2:23][C:24]1[C:25]([N:33]2[N:42]=[CH:41][C:40]3[C:35](=[C:36]([F:47])[CH:37]=[C:38]([C:43]([CH3:45])([CH3:44])[CH3:46])[CH:39]=3)[C:34]2=[O:48])=[N:26][CH:27]=[CH:28][C:29]=1[C:2]1[CH:3]=[C:4]([NH:10][C:11]2[CH:15]=[C:14]([CH3:16])[N:13]([CH2:17][CH3:18])[N:12]=2)[C:5](=[O:9])[N:6]([CH3:8])[CH:7]=1)(=[O:21])[CH3:20]. The catalyst is C1C=CC(P(C2C=CC=CC=2)[C-]2C=CC=C2)=CC=1.C1C=CC(P(C2C=CC=CC=2)[C-]2C=CC=C2)=CC=1.Cl[Pd]Cl.[Fe+2].O.C(#N)C. (4) The reactants are O=[C:2]([CH3:19])[CH2:3][N:4]1[C:8]([C:9](OCC)=[O:10])=[CH:7][C:6]([C:14]([O:16][CH2:17][CH3:18])=[O:15])=[N:5]1.C([O-])(=O)C.[NH4+:24]. The catalyst is C(O)(=O)C. The product is [OH:10][C:9]1[C:8]2[N:4]([N:5]=[C:6]([C:14]([O:16][CH2:17][CH3:18])=[O:15])[CH:7]=2)[CH:3]=[C:2]([CH3:19])[N:24]=1. The yield is 0.640. (5) The reactants are [C:1]([NH:4][C:5]1[CH:13]=[CH:12][CH:11]=[C:10]2[C:6]=1[C:7](=[O:34])[N:8]([CH:15]([C:20]1[CH:25]=[CH:24][C:23]([O:26][CH:27]([F:29])[F:28])=[C:22]([O:30][CH:31]([F:33])[F:32])[CH:21]=1)[CH2:16][C:17](O)=[O:18])[C:9]2=[O:14])(=[O:3])[CH3:2].[C:35](N1C=CN=C1)([N:37]1C=CN=[CH:38]1)=O.CNC.O. The catalyst is O1CCCC1. The product is [C:1]([NH:4][C:5]1[CH:13]=[CH:12][CH:11]=[C:10]2[C:6]=1[C:7](=[O:34])[N:8]([CH:15]([C:20]1[CH:25]=[CH:24][C:23]([O:26][CH:27]([F:29])[F:28])=[C:22]([O:30][CH:31]([F:32])[F:33])[CH:21]=1)[CH2:16][C:17]([N:37]([CH3:38])[CH3:35])=[O:18])[C:9]2=[O:14])(=[O:3])[CH3:2]. The yield is 0.550. (6) The reactants are Cl[C:2]1[N:7]=[C:6]([NH:8][CH2:9][C:10]([O:12][CH2:13][CH3:14])=[O:11])[CH:5]=[N:4][CH:3]=1.C(=O)([O-])[O-].[K+].[K+].[H][H]. The catalyst is C(O)C.[OH-].[Pd+2].[OH-]. The product is [N:7]1[CH:2]=[CH:3][N:4]=[CH:5][C:6]=1[NH:8][CH2:9][C:10]([O:12][CH2:13][CH3:14])=[O:11]. The yield is 0.760. (7) The reactants are [CH3:1][N:2]([C:4]([N:6]=[C:7]([NH2:9])[NH2:8])=[NH:5])[CH3:3].Cl.[OH-].[Na+].[C:13]([OH:16])(=[O:15])[CH3:14]. The catalyst is O. The product is [CH3:1][N:2]([C:4]([NH:6][C:7]([NH2:9])=[NH:8])=[NH:5])[CH3:3].[C:13]([O-:16])(=[O:15])[CH3:14]. The yield is 0.487. (8) The reactants are C(OC(=O)[NH:7][C@H:8]([C:10]1[O:14][N:13]=[C:12]([CH:15]([CH2:19][CH2:20][CH3:21])[CH2:16][CH2:17][CH3:18])[N:11]=1)[CH3:9])(C)(C)C.[ClH:23].O1CCOCC1. The catalyst is CCOC(C)=O. The product is [Cl-:23].[CH2:16]([CH:15]([C:12]1[N:11]=[C:10]([C@@H:8]([NH3+:7])[CH3:9])[O:14][N:13]=1)[CH2:19][CH2:20][CH3:21])[CH2:17][CH3:18]. The yield is 0.760. (9) The reactants are [F:1][C:2]1[CH:3]=[C:4]([C:22]2[C:23]([C:28]#[N:29])=[CH:24][CH:25]=[CH:26][CH:27]=2)[CH:5]=[CH:6][C:7]=1[CH2:8][C:9]1[C:10](=[O:21])[NH:11][C:12]2[N:13]([N:18]=[CH:19][N:20]=2)[C:14]=1[CH2:15][CH2:16][CH3:17].I[CH2:31][CH3:32].[C:33](=[O:36])([O-])[O-:34].[K+].[K+].[Cl-].O[NH3+:41].C(=O)([O-])O.[Na+]. The catalyst is C(OCC)(=O)C.CS(C)=O.CN(C)C=O. The product is [CH2:31]([N:11]1[C:10](=[O:21])[C:9]([CH2:8][C:7]2[CH:6]=[CH:5][C:4]([C:22]3[CH:27]=[CH:26][CH:25]=[CH:24][C:23]=3[C:28]3[NH:41][C:33](=[O:36])[O:34][N:29]=3)=[CH:3][C:2]=2[F:1])=[C:14]([CH2:15][CH2:16][CH3:17])[N:13]2[N:18]=[CH:19][N:20]=[C:12]12)[CH3:32]. The yield is 0.0800. (10) The reactants are Cl[C:2]1[N:7]=[C:6]([O:8]C)[C:5]([C:10]([NH:12][CH2:13][C:14]2[CH:19]=[CH:18][CH:17]=[C:16]([F:20])[CH:15]=2)=[O:11])=[C:4]([CH3:21])[CH:3]=1.[NH:22]1[CH2:27][CH2:26][O:25][CH2:24][CH2:23]1.[OH-].[Na+]. The catalyst is CCOC(C)=O. The product is [F:20][C:16]1[CH:15]=[C:14]([CH2:13][NH:12][C:10]([C:5]2[C:6]([OH:8])=[N:7][C:2]([N:22]3[CH2:27][CH2:26][O:25][CH2:24][CH2:23]3)=[CH:3][C:4]=2[CH3:21])=[O:11])[CH:19]=[CH:18][CH:17]=1. The yield is 0.470.